Regression. Given a peptide amino acid sequence and an MHC pseudo amino acid sequence, predict their binding affinity value. This is MHC class I binding data. From a dataset of Peptide-MHC class I binding affinity with 185,985 pairs from IEDB/IMGT. (1) The peptide sequence is AAPPPQRAA. The MHC is HLA-B15:01 with pseudo-sequence HLA-B15:01. The binding affinity (normalized) is 0.0857. (2) The peptide sequence is RPRGEVRFL. The binding affinity (normalized) is 0.00310. The MHC is HLA-B54:01 with pseudo-sequence HLA-B54:01. (3) The peptide sequence is IHSDQLSKF. The MHC is HLA-A01:01 with pseudo-sequence HLA-A01:01. The binding affinity (normalized) is 0.0847. (4) The peptide sequence is GRTAQLIGA. The MHC is Mamu-B08 with pseudo-sequence Mamu-B08. The binding affinity (normalized) is 0.262. (5) The peptide sequence is RTDAWSYPV. The MHC is HLA-A02:01 with pseudo-sequence HLA-A02:01. The binding affinity (normalized) is 1.00. (6) The peptide sequence is KEGKLQCRI. The MHC is HLA-B40:01 with pseudo-sequence HLA-B40:01. The binding affinity (normalized) is 0.0847.